Task: Regression. Given a peptide amino acid sequence and an MHC pseudo amino acid sequence, predict their binding affinity value. This is MHC class I binding data.. Dataset: Peptide-MHC class I binding affinity with 185,985 pairs from IEDB/IMGT (1) The peptide sequence is GRRATAILR. The MHC is HLA-A69:01 with pseudo-sequence HLA-A69:01. The binding affinity (normalized) is 0.0847. (2) The peptide sequence is TSFLYNLR. The MHC is H-2-Db with pseudo-sequence H-2-Db. The binding affinity (normalized) is 0. (3) The peptide sequence is VLTGNLQTL. The MHC is HLA-A30:01 with pseudo-sequence HLA-A30:01. The binding affinity (normalized) is 0.0847.